Predict the reaction yield, written as a fraction of the theoretical maximum amount of product (1.0 means a 100% yield; for example, 0.34 means a 34% yield). From a dataset of Reaction yield outcomes from USPTO patents with 853,638 reactions. (1) The reactants are [BH4-].[Na+].[CH3:3][CH:4]([CH3:16])[C:5](=[O:15])[CH2:6][CH2:7][NH:8][C:9]1[CH:14]=[CH:13][CH:12]=[CH:11][CH:10]=1. The catalyst is CO. The product is [CH3:3][CH:4]([CH3:16])[CH:5]([OH:15])[CH2:6][CH2:7][NH:8][C:9]1[CH:14]=[CH:13][CH:12]=[CH:11][CH:10]=1. The yield is 0.230. (2) The reactants are [C:1]1([CH2:7][CH2:8][CH2:9][CH2:10][CH2:11][CH2:12][C:13]([C:15]2[O:16][CH:17]=[C:18]([C:20]([O:22]C)=O)[N:19]=2)=[O:14])[CH:6]=[CH:5][CH:4]=[CH:3][CH:2]=1.[NH3:24]. No catalyst specified. The product is [C:1]1([CH2:7][CH2:8][CH2:9][CH2:10][CH2:11][CH2:12][C:13]([C:15]2[O:16][CH:17]=[C:18]([C:20]([NH2:24])=[O:22])[N:19]=2)=[O:14])[CH:6]=[CH:5][CH:4]=[CH:3][CH:2]=1. The yield is 0.280. (3) The reactants are [Cl:1][C:2]1[C:3]([OH:11])=[C:4]([C:8](=O)[CH3:9])[CH:5]=[CH:6][CH:7]=1.[C:12]([NH:20][NH2:21])(=[O:19])[C:13]1[CH:18]=[CH:17][CH:16]=[CH:15][CH:14]=1.C(O)(=O)C. The yield is 0.590. The catalyst is C(O)C. The product is [Cl:1][C:2]1[C:3]([OH:11])=[C:4]([C:8](=[N:21][NH:20][C:12](=[O:19])[C:13]2[CH:18]=[CH:17][CH:16]=[CH:15][CH:14]=2)[CH3:9])[CH:5]=[CH:6][CH:7]=1.